From a dataset of Reaction yield outcomes from USPTO patents with 853,638 reactions. Predict the reaction yield, written as a fraction of the theoretical maximum amount of product (1.0 means a 100% yield; for example, 0.34 means a 34% yield). (1) The reactants are Cl.[NH:2]1[CH2:7][CH2:6][CH:5]([C:8]2[C:9]([O:14][CH:15]3[CH2:18][N:17]([C:19]4[CH:28]=[CH:27][C:26]5[C:21](=[CH:22][CH:23]=[CH:24][CH:25]=5)[N:20]=4)[CH2:16]3)=[N:10][CH:11]=[N:12][CH:13]=2)[CH2:4][CH2:3]1.CCN(CC)CC.[C:36](Cl)(=[O:38])[CH3:37].O.CC#N. The catalyst is C(Cl)Cl. The product is [N:20]1[C:21]2[C:26](=[CH:25][CH:24]=[CH:23][CH:22]=2)[CH:27]=[CH:28][C:19]=1[N:17]1[CH2:16][CH:15]([O:14][C:9]2[C:8]([CH:5]3[CH2:6][CH2:7][N:2]([C:36](=[O:38])[CH3:37])[CH2:3][CH2:4]3)=[CH:13][N:12]=[CH:11][N:10]=2)[CH2:18]1. The yield is 0.130. (2) The reactants are [C:1]([N:4]1[CH2:9][CH2:8][C:7]([C:13]2[CH:18]=[CH:17][C:16]([NH:19][C:20]([C:22]3[NH:23][CH:24]=[C:25]([C:27]#[N:28])[N:26]=3)=[O:21])=[C:15]([C:29]3[CH2:34][CH2:33][C:32]([CH3:36])([CH3:35])[CH2:31][CH:30]=3)[CH:14]=2)([N:10]=[N+]=[N-])[CH2:6][CH2:5]1)(=[O:3])[CH3:2].[C:37]([OH:40])(=[O:39])[CH3:38]. The catalyst is C1COCC1.[Zn]. The product is [C:37]([OH:40])(=[O:39])[CH3:38].[C:1]([N:4]1[CH2:5][CH2:6][C:7]([C:13]2[CH:18]=[CH:17][C:16]([NH:19][C:20]([C:22]3[NH:23][CH:24]=[C:25]([C:27]#[N:28])[N:26]=3)=[O:21])=[C:15]([C:29]3[CH2:34][CH2:33][C:32]([CH3:36])([CH3:35])[CH2:31][CH:30]=3)[CH:14]=2)([NH2:10])[CH2:8][CH2:9]1)(=[O:3])[CH3:2]. The yield is 0.300. (3) The catalyst is CN(C=O)C. The yield is 0.850. The reactants are [Cl:1][C:2]1[CH:7]=[CH:6][CH:5]=[C:4]([Cl:8])[C:3]=1[C:9]([NH:11][C@H:12]([C:33]([OH:35])=[O:34])[CH2:13][C:14]1[CH:19]=[CH:18][C:17]([C:20]2[C:21](=[O:32])[N:22]([CH3:31])[C:23]([CH3:30])=[CH:24][C:25]=2[C:26]([F:29])([F:28])[F:27])=[CH:16][CH:15]=1)=[O:10].C(=O)(O)[O-].[Na+].I[CH2:42][CH3:43].O. The product is [CH2:42]([O:34][C:33](=[O:35])[C@H:12]([CH2:13][C:14]1[CH:15]=[CH:16][C:17]([C:20]2[C:21](=[O:32])[N:22]([CH3:31])[C:23]([CH3:30])=[CH:24][C:25]=2[C:26]([F:28])([F:29])[F:27])=[CH:18][CH:19]=1)[NH:11][C:9]([C:3]1[C:4]([Cl:8])=[CH:5][CH:6]=[CH:7][C:2]=1[Cl:1])=[O:10])[CH3:43]. (4) The reactants are [CH2:1]([O:3][C:4](=[O:28])[CH2:5][NH:6][CH2:7][CH2:8][CH2:9][N:10]([CH2:18][C:19]1[CH:27]=[CH:26][C:22]2[O:23][CH2:24][O:25][C:21]=2[CH:20]=1)[C:11]([O:13][C:14]([CH3:17])([CH3:16])[CH3:15])=[O:12])[CH3:2].Cl[C:30]1[S:34][N:33]=[C:32]([N:35]2[CH:39]=[CH:38][N:37]=[CH:36]2)[N:31]=1.CS(C)=O. The catalyst is O. The product is [CH2:1]([O:3][C:4](=[O:28])[CH2:5][N:6]([CH2:7][CH2:8][CH2:9][N:10]([CH2:18][C:19]1[CH:27]=[CH:26][C:22]2[O:23][CH2:24][O:25][C:21]=2[CH:20]=1)[C:11]([O:13][C:14]([CH3:17])([CH3:16])[CH3:15])=[O:12])[C:30]1[S:34][N:33]=[C:32]([N:35]2[CH:39]=[CH:38][N:37]=[CH:36]2)[N:31]=1)[CH3:2]. The yield is 0.900. (5) The reactants are [Cl:1][C:2]1[N:3]=[C:4]([C:9]([NH:11][C@H:12]2[CH2:17][CH2:16][N:15]([C:18]3[S:19][C:20]([C:23](O)=[O:24])=[CH:21][N:22]=3)[CH2:14][C@H:13]2[O:26][CH3:27])=[O:10])[NH:5][C:6]=1[CH2:7][CH3:8].Cl.[CH3:29][NH:30][CH3:31].CCN=C=NCCCN(C)C.Cl.C1C=CC2N(O)N=NC=2C=1.C(N(C(C)C)CC)(C)C. The catalyst is CC(N(C)C)=O.ClCCl. The product is [Cl:1][C:2]1[N:3]=[C:4]([C:9]([NH:11][C@H:12]2[CH2:17][CH2:16][N:15]([C:18]3[S:19][C:20]([C:23]([N:30]([CH3:31])[CH3:29])=[O:24])=[CH:21][N:22]=3)[CH2:14][C@H:13]2[O:26][CH3:27])=[O:10])[NH:5][C:6]=1[CH2:7][CH3:8]. The yield is 0.870. (6) The reactants are Cl.C([N:9]1[CH2:14][CH2:13][C:12]([NH:17][S:18]([C:21]2[S:22][C:23]([Cl:26])=[CH:24][CH:25]=2)(=[O:20])=[O:19])([CH2:15][OH:16])[CH2:11][CH2:10]1)(OC(C)(C)C)=O.CCOC(C)=O.CCCCCC. The catalyst is CCOC(C)=O.C(OCC)C. The product is [OH:16][CH2:15][C:12]1([NH:17][S:18]([C:21]2[S:22][C:23]([Cl:26])=[CH:24][CH:25]=2)(=[O:19])=[O:20])[CH2:11][CH2:10][NH:9][CH2:14][CH2:13]1. The yield is 0.907.